This data is from Retrosynthesis with 50K atom-mapped reactions and 10 reaction types from USPTO. The task is: Predict the reactants needed to synthesize the given product. (1) Given the product CC(C)CCn1c(=O)n(CCC(C)C)c2cc(C(=O)O)ccc21, predict the reactants needed to synthesize it. The reactants are: COC(=O)c1ccc2c(c1)n(CCC(C)C)c(=O)n2CCC(C)C. (2) Given the product Nc1cc(I)cc(I)c1, predict the reactants needed to synthesize it. The reactants are: O=[N+]([O-])c1cc(I)cc(I)c1. (3) Given the product Cc1cccc2nc(C(C)O)c(-c3ccccc3)nc12, predict the reactants needed to synthesize it. The reactants are: CC(=O)c1nc2cccc(C)c2nc1-c1ccccc1.